From a dataset of Full USPTO retrosynthesis dataset with 1.9M reactions from patents (1976-2016). Predict the reactants needed to synthesize the given product. (1) Given the product [CH2:1]([N:3]([CH2:4][C:5]1[CH:6]=[CH:7][C:8]([C:11]([N:13]2[CH2:19][C:18]3([CH3:21])[CH2:20][CH:14]2[CH2:15][C:16]([CH3:22])([CH3:23])[CH2:17]3)=[O:12])=[CH:9][CH:10]=1)[C:29]([CH:24]1[CH2:28][CH2:27][CH2:26][CH2:25]1)=[O:30])[CH3:2], predict the reactants needed to synthesize it. The reactants are: [CH2:1]([NH:3][CH2:4][C:5]1[CH:10]=[CH:9][C:8]([C:11]([N:13]2[CH2:19][C:18]3([CH3:21])[CH2:20][CH:14]2[CH2:15][C:16]([CH3:23])([CH3:22])[CH2:17]3)=[O:12])=[CH:7][CH:6]=1)[CH3:2].[CH:24]1([C:29](Cl)=[O:30])[CH2:28][CH2:27][CH2:26][CH2:25]1. (2) Given the product [CH:45]1([C@H:2]([NH:1][C:59]([C@@H:54]2[CH2:55][CH2:56][CH2:57][CH2:58][N:53]2[CH2:51][CH3:52])=[O:60])[C:3]([NH:5][C@@H:6]([C:41]([CH3:42])([CH3:44])[CH3:43])[C:7]([N:9]2[C@H:20]([C:21]([NH:23][C@:24]3([C:29](=[O:40])[NH:30][S:31]([C:34]4([CH2:37][CH2:38][CH3:39])[CH2:36][CH2:35]4)(=[O:32])=[O:33])[CH2:26][C@H:25]3[CH:27]=[CH2:28])=[O:22])[CH2:19][C@:11]3([C:16]([CH3:18])([CH3:17])[C:12]43[CH2:13][CH2:14][CH2:15]4)[CH2:10]2)=[O:8])=[O:4])[CH2:50][CH2:49][CH2:48][CH2:47][CH2:46]1, predict the reactants needed to synthesize it. The reactants are: [NH2:1][C@@H:2]([CH:45]1[CH2:50][CH2:49][CH2:48][CH2:47][CH2:46]1)[C:3]([NH:5][C@@H:6]([C:41]([CH3:44])([CH3:43])[CH3:42])[C:7]([N:9]1[C@H:20]([C:21]([NH:23][C@:24]2([C:29](=[O:40])[NH:30][S:31]([C:34]3([CH2:37][CH2:38][CH3:39])[CH2:36][CH2:35]3)(=[O:33])=[O:32])[CH2:26][C@H:25]2[CH:27]=[CH2:28])=[O:22])[CH2:19][C@:11]2([C:16]([CH3:18])([CH3:17])[C:12]32[CH2:15][CH2:14][CH2:13]3)[CH2:10]1)=[O:8])=[O:4].[CH2:51]([N:53]1[CH2:58][CH2:57][CH2:56][CH2:55][C@H:54]1[C:59](O)=[O:60])[CH3:52].CN(C(ON1N=NC2C=CC=NC1=2)=[N+](C)C)C.F[P-](F)(F)(F)(F)F.CCN(C(C)C)C(C)C. (3) Given the product [C:1]1([CH2:7][C:8]([NH:13][C:12](=[S:11])[NH:20][C:21]2[CH:22]=[CH:23][C:24]([O:25][C:26]3[CH:31]=[CH:30][N:29]=[C:28]([NH:32][C:33]([N:35]4[CH2:36][CH2:37][CH:38]([N:41]5[CH2:45][CH2:44][CH2:43][CH2:42]5)[CH2:39][CH2:40]4)=[O:34])[CH:27]=3)=[CH:46][CH:47]=2)=[O:9])[CH:6]=[CH:5][CH:4]=[CH:3][CH:2]=1, predict the reactants needed to synthesize it. The reactants are: [C:1]1([CH2:7][C:8](Cl)=[O:9])[CH:6]=[CH:5][CH:4]=[CH:3][CH:2]=1.[S-:11][C:12]#[N:13].[K+].C(=O)([O-])O.[Na+].[NH2:20][C:21]1[CH:47]=[CH:46][C:24]([O:25][C:26]2[CH:31]=[CH:30][N:29]=[C:28]([NH:32][C:33]([N:35]3[CH2:40][CH2:39][CH:38]([N:41]4[CH2:45][CH2:44][CH2:43][CH2:42]4)[CH2:37][CH2:36]3)=[O:34])[CH:27]=2)=[CH:23][CH:22]=1.[C@]12(CS(O)(=O)=O)C(C)(C)C(CC1)CC2=O. (4) Given the product [Zn:23].[SH:4][CH:5]([CH2:1][CH2:2][SH:3])[CH2:6][CH2:7][CH2:8][CH2:9][C:10]([NH:22][CH:19]([CH3:21])[CH3:20])=[O:12], predict the reactants needed to synthesize it. The reactants are: [CH2:1]1[CH:5]([CH2:6][CH2:7][CH2:8][CH2:9][C:10]([OH:12])=O)[S:4][S:3][CH2:2]1.ClC(OCC)=O.[CH:19]([NH2:22])([CH3:21])[CH3:20].[Zn:23]. (5) Given the product [Br:11][C:12]1[CH:19]=[CH:18][C:15]2[CH:16]=[C:4]([C:5]([O:7][CH3:8])=[O:6])[S:3][C:14]=2[CH:13]=1, predict the reactants needed to synthesize it. The reactants are: [H-].[Na+].[SH:3][CH2:4][C:5]([O:7][CH3:8])=[O:6].[H][H].[Br:11][C:12]1[CH:19]=[CH:18][C:15]([CH:16]=O)=[C:14](F)[CH:13]=1. (6) The reactants are: [Cl:1][C:2]1[CH:7]=[CH:6][C:5]([CH2:8][CH2:9][S:10]([O-:13])(=O)=[O:11])=[CH:4][CH:3]=1.[Na+].S(Cl)([Cl:17])=O. Given the product [Cl:1][C:2]1[CH:7]=[CH:6][C:5]([CH2:8][CH2:9][S:10]([Cl:17])(=[O:13])=[O:11])=[CH:4][CH:3]=1, predict the reactants needed to synthesize it. (7) Given the product [CH2:16]([S:13][C:9]1[N:10]=[N:11][CH:12]=[C:7]([C:1]2[CH:2]=[CH:3][CH:4]=[CH:5][CH:6]=2)[N:8]=1)[CH:15]=[CH2:14], predict the reactants needed to synthesize it. The reactants are: [C:1]1([C:7]2[N:8]=[C:9]([SH:13])[N:10]=[N:11][CH:12]=2)[CH:6]=[CH:5][CH:4]=[CH:3][CH:2]=1.[CH2:14](Br)[CH:15]=[CH2:16]. (8) The reactants are: [CH3:1][O:2][C:3]1[CH:8]=[CH:7][CH:6]=[CH:5][C:4]=1[N:9]=[C:10](Cl)[C:11]([F:14])([F:13])[F:12].[N-:16]=[N+:17]=[N-:18].[Na+].Cl.C(N(CC)CC)C. Given the product [CH3:1][O:2][C:3]1[CH:8]=[CH:7][CH:6]=[CH:5][C:4]=1[N:9]1[C:10]([C:11]([F:14])([F:13])[F:12])=[N:18][N:17]=[N:16]1, predict the reactants needed to synthesize it. (9) Given the product [F:1][C:2]1[CH:3]=[C:4]2[C:9]3=[C:10]([O:13][CH2:14][C:15]4([CH2:17][CH2:16]4)[N:8]3[CH:7]=[C:6]([C:18]([OH:20])=[O:19])[C:5]2=[O:23])[C:11]=1[F:12], predict the reactants needed to synthesize it. The reactants are: [F:1][C:2]1[CH:3]=[C:4]2[C:9]3=[C:10]([O:13][CH2:14][C:15]4([CH2:17][CH2:16]4)[N:8]3[CH:7]=[C:6]([C:18]([O:20]CC)=[O:19])[C:5]2=[O:23])[C:11]=1[F:12].C([O-])([O-])=O.[K+].[K+]. (10) Given the product [C:45]([C:49]1[CH:50]=[CH:51][C:52]([CH2:53][N:54]([CH2:55][CH2:56][C:57]2[CH:58]=[C:59]([F:64])[CH:60]=[C:61]([F:63])[CH:62]=2)[C:11]([C:10]2[C:2]([F:1])=[CH:3][CH:4]=[C:5]3[C:9]=2[NH:8][CH:7]=[CH:6]3)=[O:13])=[CH:65][CH:66]=1)([CH3:48])([CH3:46])[CH3:47], predict the reactants needed to synthesize it. The reactants are: [F:1][C:2]1[C:10]([C:11]([OH:13])=O)=[C:9]2[C:5]([CH:6]=[CH:7][NH:8]2)=[CH:4][CH:3]=1.CN(C(ON1N=NC2C=CC=CC1=2)=[N+](C)C)C.[B-](F)(F)(F)F.C(N(CC)C(C)C)(C)C.[C:45]([C:49]1[CH:66]=[CH:65][C:52]([CH2:53][NH:54][CH2:55][CH2:56][C:57]2[CH:62]=[C:61]([F:63])[CH:60]=[C:59]([F:64])[CH:58]=2)=[CH:51][CH:50]=1)([CH3:48])([CH3:47])[CH3:46].